This data is from Catalyst prediction with 721,799 reactions and 888 catalyst types from USPTO. The task is: Predict which catalyst facilitates the given reaction. (1) Reactant: [N:1]1([C:7]2[CH:12]=[CH:11][C:10]([N:13]3[CH:18]=[CH:17][CH:16]=[CH:15][C:14]3=[O:19])=[CH:9][CH:8]=2)[CH2:6][CH2:5][NH:4][CH2:3][CH2:2]1.CC1C=CC(S(O[CH2:31][CH2:32][CH2:33][C:34]2[C:42]3[C:37](=[CH:38][CH:39]=[C:40]([O:43][CH3:44])[CH:41]=3)[NH:36][CH:35]=2)(=O)=O)=CC=1.C(=O)([O-])[O-].[K+].[K+].[I-].[K+]. Product: [CH3:44][O:43][C:40]1[CH:41]=[C:42]2[C:37](=[CH:38][CH:39]=1)[NH:36][CH:35]=[C:34]2[CH2:33][CH2:32][CH2:31][N:4]1[CH2:5][CH2:6][N:1]([C:7]2[CH:8]=[CH:9][C:10]([N:13]3[CH:18]=[CH:17][CH:16]=[CH:15][C:14]3=[O:19])=[CH:11][CH:12]=2)[CH2:2][CH2:3]1. The catalyst class is: 10. (2) Reactant: [Br:1][C:2]1[CH:9]=[CH:8][C:5]([CH2:6]Br)=[CH:4][CH:3]=1.C(N(CC)CC)C.[NH:17]1[CH2:22][CH2:21][S:20](=[O:24])(=[O:23])[CH2:19][CH2:18]1. Product: [Br:1][C:2]1[CH:9]=[CH:8][C:5]([CH2:6][N:17]2[CH2:22][CH2:21][S:20](=[O:24])(=[O:23])[CH2:19][CH2:18]2)=[CH:4][CH:3]=1. The catalyst class is: 1. (3) Reactant: [CH2:1]([O:8][C:9]1[CH:10]=[CH:11][C:12]([CH3:16])=[C:13]([OH:15])[CH:14]=1)[C:2]1[CH:7]=[CH:6][CH:5]=[CH:4][CH:3]=1.Cl[CH2:18][O:19][CH3:20].O1CCCC1.[H-].[Na+]. Product: [CH2:1]([O:8][C:9]1[CH:10]=[CH:11][C:12]([CH3:16])=[C:13]([O:15][CH2:18][O:19][CH3:20])[CH:14]=1)[C:2]1[CH:3]=[CH:4][CH:5]=[CH:6][CH:7]=1. The catalyst class is: 6. (4) Reactant: C[N:2](/[CH:4]=[C:5]1\[C:6](=O)[C:7]2[CH:8]=[N:9][N:10]([C:14]3[CH:19]=[CH:18][CH:17]=[CH:16][CH:15]=3)[C:11]=2[CH2:12][CH2:13]\1)[CH3:3].[CH3:21][O:22][C:23]1[CH:35]=[CH:34][C:26]([CH2:27][N:28]2C(N)=[CH:31][CH:30]=[N:29]2)=[CH:25][CH:24]=1.FC(F)(F)C(O)=O. Product: [CH3:21][O:22][C:23]1[CH:35]=[CH:34][C:26]([CH2:27][N:28]2[C:3]3[N:2]=[CH:4][C:5]4[CH2:13][CH2:12][C:11]5[N:10]([C:14]6[CH:19]=[CH:18][CH:17]=[CH:16][CH:15]=6)[N:9]=[CH:8][C:7]=5[C:6]=4[C:31]=3[CH:30]=[N:29]2)=[CH:25][CH:24]=1. The catalyst class is: 6. (5) Reactant: Cl.[OH:2][CH2:3][CH2:4][C:5](=[NH:9])OCC.C(O)(=O)C.[CH:14]([NH2:16])=[NH:15].O.NN.[N:20]([O-])=O.[Na+].Cl. Product: [N:15]1[CH:14]=[N:16][N:9]=[C:5]([CH2:4][CH2:3][OH:2])[N:20]=1. The catalyst class is: 6. (6) Reactant: F[CH:2](F)[C:3]1[CH:8]=[CH:7][C:6]([C:9]2[O:10][C:11]3[CH:17]=[C:16]([C:18]4[CH2:23][CH2:22][N:21]([C:24]([O:26][C:27]([CH3:30])([CH3:29])[CH3:28])=[O:25])[CH2:20][CH:19]=4)[CH:15]=[CH:14][C:12]=3[N:13]=2)=[CH:5][CH:4]=1. Product: [C:3]1([CH3:2])[CH:4]=[CH:5][C:6]([C:9]2[O:10][C:11]3[CH:17]=[C:16]([CH:18]4[CH2:19][CH2:20][N:21]([C:24]([O:26][C:27]([CH3:29])([CH3:28])[CH3:30])=[O:25])[CH2:22][CH2:23]4)[CH:15]=[CH:14][C:12]=3[N:13]=2)=[CH:7][CH:8]=1. The catalyst class is: 19. (7) Reactant: [C:1]([O:5][C:6]([N:8]1[CH2:12][CH2:11][C@H:10]([O:13][Si:14]([C:17]([CH3:20])([CH3:19])[CH3:18])([CH3:16])[CH3:15])[C@H:9]1[CH:21]=[O:22])=[O:7])([CH3:4])([CH3:3])[CH3:2].C[Si](C)(C)[C:25]([F:28])([F:27])[F:26].[F-].[Cs+]. Product: [C:1]([O:5][C:6]([N:8]1[CH2:12][CH2:11][C@H:10]([O:13][Si:14]([C:17]([CH3:20])([CH3:19])[CH3:18])([CH3:16])[CH3:15])[C@H:9]1[C@@H:21]([OH:22])[C:25]([F:28])([F:27])[F:26])=[O:7])([CH3:4])([CH3:3])[CH3:2].[C:1]([O:5][C:6]([N:8]1[CH2:12][CH2:11][C@H:10]([O:13][Si:14]([C:17]([CH3:20])([CH3:19])[CH3:18])([CH3:16])[CH3:15])[C@H:9]1[C@H:21]([OH:22])[C:25]([F:28])([F:27])[F:26])=[O:7])([CH3:4])([CH3:3])[CH3:2]. The catalyst class is: 33.